This data is from Forward reaction prediction with 1.9M reactions from USPTO patents (1976-2016). The task is: Predict the product of the given reaction. (1) Given the reactants [C:1]([O:5][C:6]([NH:8][C:9](=[N:39][C:40]([O:42][C:43]([CH3:46])([CH3:45])[CH3:44])=[O:41])[NH:10][C:11]1[CH:38]=[CH:37][C:14]([C:15]([O:17][C:18]2[CH:23]=[CH:22][C:21]([CH2:24][CH2:25][CH2:26][C:27]([O:29]CC3C=CC=CC=3)=[O:28])=[CH:20][CH:19]=2)=[O:16])=[CH:13][CH:12]=1)=[O:7])([CH3:4])([CH3:3])[CH3:2], predict the reaction product. The product is: [C:43]([O:42][C:40]([NH:39][C:9](=[N:8][C:6]([O:5][C:1]([CH3:4])([CH3:3])[CH3:2])=[O:7])[NH:10][C:11]1[CH:12]=[CH:13][C:14]([C:15]([O:17][C:18]2[CH:23]=[CH:22][C:21]([CH2:24][CH2:25][CH2:26][C:27]([OH:29])=[O:28])=[CH:20][CH:19]=2)=[O:16])=[CH:37][CH:38]=1)=[O:41])([CH3:46])([CH3:45])[CH3:44]. (2) Given the reactants N1[CH2:7][C:5](=[O:6])[NH:4][C:2]1=[O:3].[NH2:8][C@H:9]([C:12]([OH:14])=O)[CH2:10][OH:11].N1C=CC=CC=1.[C:21](Cl)(=[O:23])[CH3:22].[CH3:25][C:26]([O:29]C)(C)C, predict the reaction product. The product is: [C:21]([C:9]1([CH2:10][OH:11])[N:8]([C:26](=[O:29])[CH3:25])[C:2](=[O:3])[N:4]([C:5](=[O:6])[CH3:7])[C:12]1=[O:14])(=[O:23])[CH3:22]. (3) The product is: [CH2:4]([O:3][C:1](=[O:6])[NH:2][C:17]([CH3:31])([CH3:16])[CH2:18][CH2:19][N:20]1[C:28](=[O:29])[C:27]2[C:22](=[CH:23][CH:24]=[CH:25][CH:26]=2)[C:21]1=[O:30])[CH3:5]. Given the reactants [C:1](=[O:6])([O:3][CH2:4][CH3:5])[NH2:2].B(F)(F)F.CCOCC.[CH3:16][C:17]([CH3:31])=[CH:18][CH2:19][N:20]1[C:28](=[O:29])[C:27]2[C:22](=[CH:23][CH:24]=[CH:25][CH:26]=2)[C:21]1=[O:30], predict the reaction product.